Dataset: Reaction yield outcomes from USPTO patents with 853,638 reactions. Task: Predict the reaction yield, written as a fraction of the theoretical maximum amount of product (1.0 means a 100% yield; for example, 0.34 means a 34% yield). (1) The reactants are [CH:1]1([C:6]([NH:8][C:9]2[CH:10]=[C:11]3[C:15](=[CH:16][CH:17]=2)[N:14]([CH2:18][CH2:19][CH2:20][C:21]([NH:23][C:24]2[CH:25]=[C:26]([CH:30]=[CH:31][CH:32]=2)[C:27](O)=[O:28])=[O:22])[C:13]([CH2:33][O:34][C:35]2[CH:44]=[CH:43][C:42]4[C:37](=[CH:38][CH:39]=[CH:40][CH:41]=4)[CH:36]=2)=[C:12]3[C:45]([N:47]2[CH2:51][CH2:50][CH2:49][CH2:48]2)=[O:46])=[O:7])[CH2:5][CH2:4][CH2:3][CH2:2]1.CCN=C=NCCCN(C)C.[F:63][C:64]([F:70])([F:69])[S:65]([NH2:68])(=[O:67])=[O:66].C1COCC1. The catalyst is CN(C1C=CN=CC=1)C.C(OCC)(=O)C.O. The product is [CH:36]1[C:37]2[C:42](=[CH:41][CH:40]=[CH:39][CH:38]=2)[CH:43]=[CH:44][C:35]=1[O:34][CH2:33][C:13]1[N:14]([CH2:18][CH2:19][CH2:20][C:21](=[O:22])[NH:23][C:24]2[CH:32]=[CH:31][CH:30]=[C:26]([C:27]([NH:68][S:65]([C:64]([F:70])([F:69])[F:63])(=[O:67])=[O:66])=[O:28])[CH:25]=2)[C:15]2[C:11]([C:12]=1[C:45]([N:47]1[CH2:48][CH2:49][CH2:50][CH2:51]1)=[O:46])=[CH:10][C:9]([NH:8][C:6]([CH:1]1[CH2:2][CH2:3][CH2:4][CH2:5]1)=[O:7])=[CH:17][CH:16]=2. The yield is 0.840. (2) The reactants are O.[Cl-].COC1N=C(OC)N=C([N+]2(C)CCOCC2)N=1.C(N(CC)CC)C.[F:27][C:28]1[CH:33]=[C:32]([O:34][C:35]2[CH:40]=[CH:39][N:38]=[C:37]([NH:41][C:42]([N:44]3[CH2:48][CH2:47][C@H:46]([OH:49])[CH2:45]3)=[O:43])[CH:36]=2)[C:31]([F:50])=[CH:30][C:29]=1[NH:51][C:52]([C:54]1([C:57](O)=[O:58])[CH2:56][CH2:55]1)=[O:53].[F:60][C:61]1[CH:67]=[CH:66][C:64]([NH2:65])=[CH:63][CH:62]=1.C(=O)([O-])O.[Na+]. The catalyst is O1CCCC1. The product is [F:27][C:28]1[CH:33]=[C:32]([O:34][C:35]2[CH:40]=[CH:39][N:38]=[C:37]([NH:41][C:42]([N:44]3[CH2:48][CH2:47][C@H:46]([OH:49])[CH2:45]3)=[O:43])[CH:36]=2)[C:31]([F:50])=[CH:30][C:29]=1[NH:51][C:52]([C:54]1([C:57]([NH:65][C:64]2[CH:66]=[CH:67][C:61]([F:60])=[CH:62][CH:63]=2)=[O:58])[CH2:56][CH2:55]1)=[O:53]. The yield is 0.750. (3) The reactants are [C:1]([O:5][C:6]([C@:8]1([NH:22][C:23]([O:25][C:26]([CH3:29])([CH3:28])[CH3:27])=[O:24])[CH2:13][C@H:12]([OH:14])[C@@H:11]2[C@H:9]1[C@H:10]2[C:15]([O:17][C:18]([CH3:21])([CH3:20])[CH3:19])=[O:16])=[O:7])([CH3:4])([CH3:3])[CH3:2].[C:30]1([CH3:40])[CH:35]=[CH:34][C:33]([S:36](Cl)(=[O:38])=[O:37])=[CH:32][CH:31]=1.S([O-])(O)(=O)=O.[K+].O. The catalyst is CN(C)C1C=CN=CC=1.ClCCl.C(N(CC)CC)C. The product is [C:1]([O:5][C:6]([C@:8]1([NH:22][C:23]([O:25][C:26]([CH3:29])([CH3:28])[CH3:27])=[O:24])[CH2:13][C@H:12]([O:14][S:36]([C:33]2[CH:34]=[CH:35][C:30]([CH3:40])=[CH:31][CH:32]=2)(=[O:38])=[O:37])[C@@H:11]2[C@H:9]1[C@H:10]2[C:15]([O:17][C:18]([CH3:19])([CH3:20])[CH3:21])=[O:16])=[O:7])([CH3:2])([CH3:3])[CH3:4]. The yield is 0.870. (4) The reactants are [CH3:1][N:2]1[C:6]([C:7]2[CH:8]=[C:9]([NH2:21])[CH:10]=[CH:11][C:12]=2[O:13][CH2:14][CH2:15][N:16]2[CH2:20][CH2:19][CH2:18][CH2:17]2)=[CH:5][CH:4]=[N:3]1.[Cl:22][C:23]1[CH:24]=[C:25]([CH:29]=[CH:30][CH:31]=1)[C:26](Cl)=[O:27].C(N(CC)CC)C. The catalyst is C(Cl)Cl. The product is [Cl:22][C:23]1[CH:24]=[C:25]([CH:29]=[CH:30][CH:31]=1)[C:26]([NH:21][C:9]1[CH:10]=[CH:11][C:12]([O:13][CH2:14][CH2:15][N:16]2[CH2:20][CH2:19][CH2:18][CH2:17]2)=[C:7]([C:6]2[N:2]([CH3:1])[N:3]=[CH:4][CH:5]=2)[CH:8]=1)=[O:27]. The yield is 0.870. (5) The reactants are C([O:3][C:4]([C@H:6]1[C@@H:11]([NH:12][CH2:13][C:14]2[CH:19]=[CH:18][C:17]([F:20])=[CH:16][CH:15]=2)[C@H:10]2[CH2:21][C@@H:7]1[CH2:8][CH2:9]2)=O)C.[Na].[Br:23][C:24]1[CH:39]=[N:38][C:27]2[NH:28][C:29]([CH2:34][C:35]([O-])=[O:36])=[N:30][S:31](=[O:33])(=[O:32])[C:26]=2[CH:25]=1.F[P-](F)(F)(F)(F)F.N1(OC(N(C)C)=[N+](C)C)C2N=CC=CC=2N=N1.C(N(CC)CC)C. The catalyst is CN(C)C=O. The product is [Br:23][C:24]1[CH:39]=[N:38][C:27]2[NH:28][C:29]([C:34]3[C:35](=[O:36])[N:12]([CH2:13][C:14]4[CH:15]=[CH:16][C:17]([F:20])=[CH:18][CH:19]=4)[C@@H:11]4[C@H:6]([C:4]=3[OH:3])[C@@H:7]3[CH2:21][C@H:10]4[CH2:9][CH2:8]3)=[N:30][S:31](=[O:33])(=[O:32])[C:26]=2[CH:25]=1. The yield is 0.600. (6) The reactants are [Cl:1][C:2]1[N:7]=[C:6]([CH2:8][C:9]([C:11]2[C:12]([F:29])=[C:13]([NH:17][S:18]([C:21]3[C:26]([F:27])=[CH:25][CH:24]=[CH:23][C:22]=3[F:28])(=[O:20])=[O:19])[CH:14]=[CH:15][CH:16]=2)=O)[CH:5]=[CH:4][N:3]=1.C1C(=O)N(Br)C(=O)C1.[O:38]1[CH2:43][CH2:42][CH:41]([C:44](=[S:46])[NH2:45])[CH2:40][CH2:39]1.O. The catalyst is CC(N(C)C)=O. The product is [Cl:1][C:2]1[N:7]=[C:6]([C:8]2[S:46][C:44]([CH:41]3[CH2:42][CH2:43][O:38][CH2:39][CH2:40]3)=[N:45][C:9]=2[C:11]2[C:12]([F:29])=[C:13]([NH:17][S:18]([C:21]3[C:26]([F:27])=[CH:25][CH:24]=[CH:23][C:22]=3[F:28])(=[O:20])=[O:19])[CH:14]=[CH:15][CH:16]=2)[CH:5]=[CH:4][N:3]=1. The yield is 0.519.